From a dataset of NCI-60 drug combinations with 297,098 pairs across 59 cell lines. Regression. Given two drug SMILES strings and cell line genomic features, predict the synergy score measuring deviation from expected non-interaction effect. (1) Drug 1: C1=CC=C(C(=C1)C(C2=CC=C(C=C2)Cl)C(Cl)Cl)Cl. Drug 2: C1=NNC2=C1C(=O)NC=N2. Cell line: CCRF-CEM. Synergy scores: CSS=7.90, Synergy_ZIP=1.98, Synergy_Bliss=-1.97, Synergy_Loewe=1.51, Synergy_HSA=0.678. (2) Drug 1: CCC1=CC2CC(C3=C(CN(C2)C1)C4=CC=CC=C4N3)(C5=C(C=C6C(=C5)C78CCN9C7C(C=CC9)(C(C(C8N6C)(C(=O)OC)O)OC(=O)C)CC)OC)C(=O)OC.C(C(C(=O)O)O)(C(=O)O)O. Drug 2: CCC1(CC2CC(C3=C(CCN(C2)C1)C4=CC=CC=C4N3)(C5=C(C=C6C(=C5)C78CCN9C7C(C=CC9)(C(C(C8N6C)(C(=O)OC)O)OC(=O)C)CC)OC)C(=O)OC)O.OS(=O)(=O)O. Cell line: EKVX. Synergy scores: CSS=63.8, Synergy_ZIP=-2.00, Synergy_Bliss=-3.67, Synergy_Loewe=-0.414, Synergy_HSA=0.660. (3) Drug 1: C1CC(C1)(C(=O)O)C(=O)O.[NH2-].[NH2-].[Pt+2]. Drug 2: CC1C(C(CC(O1)OC2CC(OC(C2O)C)OC3=CC4=CC5=C(C(=O)C(C(C5)C(C(=O)C(C(C)O)O)OC)OC6CC(C(C(O6)C)O)OC7CC(C(C(O7)C)O)OC8CC(C(C(O8)C)O)(C)O)C(=C4C(=C3C)O)O)O)O. Cell line: NCI-H226. Synergy scores: CSS=5.69, Synergy_ZIP=2.06, Synergy_Bliss=2.61, Synergy_Loewe=-44.6, Synergy_HSA=0.00000163. (4) Drug 1: C1CN1P(=S)(N2CC2)N3CC3. Drug 2: CC1=C2C(C(=O)C3(C(CC4C(C3C(C(C2(C)C)(CC1OC(=O)C(C(C5=CC=CC=C5)NC(=O)C6=CC=CC=C6)O)O)OC(=O)C7=CC=CC=C7)(CO4)OC(=O)C)O)C)OC(=O)C. Cell line: UACC-257. Synergy scores: CSS=4.07, Synergy_ZIP=-5.51, Synergy_Bliss=-0.517, Synergy_Loewe=-14.9, Synergy_HSA=-2.47. (5) Drug 1: CN(CCCl)CCCl.Cl. Drug 2: C(CC(=O)O)C(=O)CN.Cl. Cell line: M14. Synergy scores: CSS=10.8, Synergy_ZIP=-5.19, Synergy_Bliss=-5.58, Synergy_Loewe=-3.54, Synergy_HSA=-3.38. (6) Drug 1: C1=CC(=CC=C1CC(C(=O)O)N)N(CCCl)CCCl.Cl. Drug 2: CC1=C(C(=CC=C1)Cl)NC(=O)C2=CN=C(S2)NC3=CC(=NC(=N3)C)N4CCN(CC4)CCO. Cell line: MALME-3M. Synergy scores: CSS=10.7, Synergy_ZIP=2.99, Synergy_Bliss=7.08, Synergy_Loewe=-1.14, Synergy_HSA=-0.514.